This data is from Full USPTO retrosynthesis dataset with 1.9M reactions from patents (1976-2016). The task is: Predict the reactants needed to synthesize the given product. (1) The reactants are: [F:1][C:2]1[C:14]([F:15])=[CH:13][CH:12]=[CH:11][C:3]=1[CH2:4][N:5]1[CH2:9][CH2:8][CH2:7][C:6]1=O.O=P(Cl)(Cl)Cl.[NH2:21][C:22](=[C:24]([C:30]([O:32][CH2:33][CH3:34])=[O:31])[C:25]([O:27][CH2:28][CH3:29])=[O:26])[CH3:23].C([O-])(O)=O.[Na+].O. Given the product [F:1][C:2]1[C:14]([F:15])=[CH:13][CH:12]=[CH:11][C:3]=1[CH2:4][N:5]1[CH2:9][CH2:8][CH2:7]/[C:6]/1=[N:21]\[C:22](=[C:24]([C:25]([O:27][CH2:28][CH3:29])=[O:26])[C:30]([O:32][CH2:33][CH3:34])=[O:31])[CH3:23], predict the reactants needed to synthesize it. (2) Given the product [C:20]([C:22]1[CH:23]=[C:24]([NH:28][C:2]2[C:7]([N+:8]([O-:10])=[O:9])=[CH:6][CH:5]=[C:4]([Cl:11])[N:3]=2)[CH:25]=[CH:26][CH:27]=1)(=[O:21])[CH3:19], predict the reactants needed to synthesize it. The reactants are: Cl[C:2]1[C:7]([N+:8]([O-:10])=[O:9])=[CH:6][CH:5]=[C:4]([Cl:11])[N:3]=1.C(N(CC)CC)C.[CH3:19][C:20]([C:22]1[CH:27]=[CH:26][CH:25]=[C:24]([NH2:28])[CH:23]=1)=[O:21]. (3) Given the product [F:18][C:2]([F:1])([F:17])[C:3]1([C:6]2[CH:7]=[C:8]([CH:14]=[CH:15][CH:16]=2)[C:9]([O:11][CH3:12])=[O:10])[N:4]=[N:5]1, predict the reactants needed to synthesize it. The reactants are: [F:1][C:2]([F:18])([F:17])[C:3]1([C:6]2[CH:7]=[C:8]([CH:14]=[CH:15][CH:16]=2)[C:9]([O:11][CH2:12]C)=[O:10])[NH:5][NH:4]1.C(N(CC)CC)C.II. (4) Given the product [O:9]1[C:13]2[CH:14]=[CH:15][C:16]([C:18]3[O:22][C:21]([S:23][CH2:1][C:2]4[CH:7]=[CH:6][CH:5]=[CH:4][CH:3]=4)=[N:20][N:19]=3)=[CH:17][C:12]=2[O:11][CH2:10]1, predict the reactants needed to synthesize it. The reactants are: [CH2:1](Br)[C:2]1[CH:7]=[CH:6][CH:5]=[CH:4][CH:3]=1.[O:9]1[C:13]2[CH:14]=[CH:15][C:16]([C:18]3[O:22][C:21]([SH:23])=[N:20][N:19]=3)=[CH:17][C:12]=2[O:11][CH2:10]1.C(N(CC)CC)C.[OH-].[Na+]. (5) Given the product [ClH:43].[F:42][C:2]([F:1])([F:41])[C:3]1[CH:4]=[CH:5][C:6]([CH2:7][NH:8][CH2:16][C:17]2[CH:18]=[CH:19][C:20]([C:23]3[O:27][N:26]=[C:25]([CH2:28][CH2:29][CH2:30][CH2:31][CH2:32][CH2:33][CH2:34][CH2:35][CH2:36][CH2:37][CH3:38])[N:24]=3)=[CH:21][CH:22]=2)=[CH:39][CH:40]=1, predict the reactants needed to synthesize it. The reactants are: [F:1][C:2]([F:42])([F:41])[C:3]1[CH:40]=[CH:39][C:6]([CH2:7][N:8]([CH2:16][C:17]2[CH:22]=[CH:21][C:20]([C:23]3[O:27][N:26]=[C:25]([CH2:28][CH2:29][CH2:30][CH2:31][CH2:32][CH2:33][CH2:34][CH2:35][CH2:36][CH2:37][CH3:38])[N:24]=3)=[CH:19][CH:18]=2)C(=O)OC(C)(C)C)=[CH:5][CH:4]=1.[ClH:43].